The task is: Predict the reaction yield, written as a fraction of the theoretical maximum amount of product (1.0 means a 100% yield; for example, 0.34 means a 34% yield).. This data is from Reaction yield outcomes from USPTO patents with 853,638 reactions. (1) The reactants are [F:1][C:2]1[C:3]([N:13]2[CH:17]=NC=N2)=[N:4][C:5](=[O:12])[N:6]([CH2:8][CH:9]([CH3:11])[CH3:10])[CH:7]=1.[F:18][C:19]1[CH:26]=[CH:25][CH:24]=[CH:23][C:20]=1CN. The catalyst is O1CCOCC1. The product is [F:1][C:2]1[C:3]([NH:13][CH2:17][C:20]2[CH:23]=[CH:24][CH:25]=[CH:26][C:19]=2[F:18])=[N:4][C:5](=[O:12])[N:6]([CH2:8][CH:9]([CH3:10])[CH3:11])[CH:7]=1. The yield is 0.890. (2) The reactants are N12CCCN=C1CCCCC2.Cl.[NH2:13][CH2:14][C:15]1[CH:23]=[CH:22][CH:21]=[C:20]2[C:16]=1[C:17](=[O:33])[N:18]([CH:25]1[CH2:30][CH2:29][C:28](=[O:31])[NH:27][C:26]1=[O:32])[C:19]2=[O:24].[CH:34]1([C:40](Cl)=[O:41])[CH2:39][CH2:38][CH2:37][CH2:36][CH2:35]1. The catalyst is CC#N. The product is [O:32]=[C:26]1[CH:25]([N:18]2[C:17](=[O:33])[C:16]3[C:20](=[CH:21][CH:22]=[CH:23][C:15]=3[CH2:14][NH:13][C:40]([CH:34]3[CH2:39][CH2:38][CH2:37][CH2:36][CH2:35]3)=[O:41])[C:19]2=[O:24])[CH2:30][CH2:29][C:28](=[O:31])[NH:27]1. The yield is 0.720. (3) The reactants are [C:1]([O:5][C:6]([NH:8][C@H:9]([C:17]([OH:19])=[O:18])[CH2:10][C:11]1[CH:16]=[CH:15][CH:14]=[CH:13][CH:12]=1)=[O:7])([CH3:4])([CH3:3])[CH3:2].[CH2:20]=O. The catalyst is C1(C)C=CC(S([O-])(=O)=O)=CC=1.[NH+]1C=CC=CC=1.C1(C)C=CC=CC=1. The product is [C:1]([O:5][C:6]([N:8]1[C@@H:9]([CH2:10][C:11]2[CH:16]=[CH:15][CH:14]=[CH:13][CH:12]=2)[C:17](=[O:19])[O:18][CH2:20]1)=[O:7])([CH3:4])([CH3:2])[CH3:3]. The yield is 0.720. (4) The reactants are [N:1]1([C:7]([C:9]2[CH2:14][NH:13][C:12]([C:15]3[CH:20]=[CH:19][C:18]([OH:21])=[CH:17][CH:16]=3)=[CH:11][CH:10]=2)=[O:8])[CH2:6][CH2:5][O:4][CH2:3][CH2:2]1.[I-:22].[Na+].[OH-].[Na+].Cl[O-].[Na+]. The catalyst is CO. The product is [I:22][C:17]1[CH:16]=[C:15]([C:12]2[CH:11]=[CH:10][C:9]([C:7]([N:1]3[CH2:6][CH2:5][O:4][CH2:3][CH2:2]3)=[O:8])=[CH:14][N:13]=2)[CH:20]=[CH:19][C:18]=1[OH:21]. The yield is 0.610. (5) The reactants are [NH:1]1[CH2:6][CH2:5][O:4][CH2:3][CH2:2]1.C([O-])([O-])=O.[K+].[K+].[Cl:13][C:14]1[CH:19]=[CH:18][N:17]=[C:16]2[N:20]([S:39]([C:42]3[CH:47]=[CH:46][C:45]([CH3:48])=[CH:44][CH:43]=3)(=[O:41])=[O:40])[C:21]([C:23]3[C:27]4=[N:28][C:29]([O:34][CH3:35])=[C:30]([O:32][CH3:33])[CH:31]=[C:26]4[N:25]([CH2:36][CH2:37]I)[CH:24]=3)=[CH:22][C:15]=12. The catalyst is CC#N. The product is [Cl:13][C:14]1[CH:19]=[CH:18][N:17]=[C:16]2[N:20]([S:39]([C:42]3[CH:43]=[CH:44][C:45]([CH3:48])=[CH:46][CH:47]=3)(=[O:40])=[O:41])[C:21]([C:23]3[C:27]4=[N:28][C:29]([O:34][CH3:35])=[C:30]([O:32][CH3:33])[CH:31]=[C:26]4[N:25]([CH2:36][CH2:37][N:1]4[CH2:6][CH2:5][O:4][CH2:3][CH2:2]4)[CH:24]=3)=[CH:22][C:15]=12. The yield is 0.792. (6) The reactants are I[C:2]1[CH:7]=[C:6]([S:8]([C:11]2[CH:16]=[CH:15][CH:14]=[CH:13][CH:12]=2)(=[O:10])=[O:9])[CH:5]=[CH:4][C:3]=1[NH2:17].[F:18][C:19]1[CH:24]=[CH:23][C:22]([C:25]#[CH:26])=[CH:21][CH:20]=1.C(N(CC)CC)C.CC(C)([O-])C.[K+]. The catalyst is O1CCCC1.C(OCC)(=O)C.[Cu]I.Cl[Pd](Cl)([P](C1C=CC=CC=1)(C1C=CC=CC=1)C1C=CC=CC=1)[P](C1C=CC=CC=1)(C1C=CC=CC=1)C1C=CC=CC=1. The product is [F:18][C:19]1[CH:24]=[CH:23][C:22]([C:25]2[NH:17][C:3]3[C:2]([CH:26]=2)=[CH:7][C:6]([S:8]([C:11]2[CH:16]=[CH:15][CH:14]=[CH:13][CH:12]=2)(=[O:10])=[O:9])=[CH:5][CH:4]=3)=[CH:21][CH:20]=1. The yield is 0.680. (7) The reactants are C[O:2][C:3]1[CH:4]=[C:5]2[C:10](=[CH:11][CH:12]=1)[N:9]=[C:8]([CH2:13][N:14]1[CH2:19][CH2:18][CH:17]([C:20]([O:22][CH3:23])=[O:21])[CH2:16][CH2:15]1)[N:7]=[CH:6]2.B(Br)(Br)Br.O=S(Cl)Cl.C([O-])(O)=O.[Na+]. The catalyst is C(Cl)Cl.CO. The product is [OH:2][C:3]1[CH:4]=[C:5]2[C:10](=[CH:11][CH:12]=1)[N:9]=[C:8]([CH2:13][N:14]1[CH2:15][CH2:16][CH:17]([C:20]([O:22][CH3:23])=[O:21])[CH2:18][CH2:19]1)[N:7]=[CH:6]2. The yield is 0.770.